This data is from Forward reaction prediction with 1.9M reactions from USPTO patents (1976-2016). The task is: Predict the product of the given reaction. (1) Given the reactants Cl[C:2]1[C:7]([Cl:8])=[CH:6][C:5]([C:9]([F:12])([F:11])[F:10])=[CH:4][N:3]=1.[CH3:13][N:14]1[CH:22]=[C:21]2[C:16]([CH:17]=[CH:18][C:19]([CH2:23][NH:24][S:25]([C:28]3[CH:37]=[CH:36][C:31]([C:32]([O:34][CH3:35])=[O:33])=[CH:30][CH:29]=3)(=[O:27])=[O:26])=[CH:20]2)=[N:15]1, predict the reaction product. The product is: [Cl:8][C:7]1[C:2]([N:24]([CH2:23][C:19]2[CH:18]=[CH:17][C:16]3[C:21](=[CH:22][N:14]([CH3:13])[N:15]=3)[CH:20]=2)[S:25]([C:28]2[CH:29]=[CH:30][C:31]([C:32]([O:34][CH3:35])=[O:33])=[CH:36][CH:37]=2)(=[O:27])=[O:26])=[N:3][CH:4]=[C:5]([C:9]([F:12])([F:11])[F:10])[CH:6]=1. (2) Given the reactants [Na+].[Na+].[P:3]([O-:32])([O-:31])([O:5][CH2:6][N:7]1[C:16]2[C:11](=[C:12]([F:21])[CH:13]=[CH:14][C:15]=2[O:17][CH2:18][CH2:19][CH3:20])[C:10](=[O:22])[C:9]([C:23]2[CH:28]=[CH:27][C:26]([O:29][CH3:30])=[CH:25][CH:24]=2)=[CH:8]1)=[O:4].[Cl-].[Mg+2:34].[Cl-], predict the reaction product. The product is: [Mg+2:34].[P:3]([O-:32])([O-:31])([O:5][CH2:6][N:7]1[C:16]2[C:11](=[C:12]([F:21])[CH:13]=[CH:14][C:15]=2[O:17][CH2:18][CH2:19][CH3:20])[C:10](=[O:22])[C:9]([C:23]2[CH:24]=[CH:25][C:26]([O:29][CH3:30])=[CH:27][CH:28]=2)=[CH:8]1)=[O:4].